This data is from Full USPTO retrosynthesis dataset with 1.9M reactions from patents (1976-2016). The task is: Predict the reactants needed to synthesize the given product. (1) Given the product [O:25]=[C:23]1[CH2:22][CH2:21][C:20](=[O:26])[N:24]1[CH2:2][C:3]1[CH:8]=[CH:7][C:6]([O:9][C:10](=[O:19])[N:11]([CH3:18])[C:12]2[CH:17]=[CH:16][CH:15]=[CH:14][CH:13]=2)=[CH:5][CH:4]=1, predict the reactants needed to synthesize it. The reactants are: O[CH2:2][C:3]1[CH:8]=[CH:7][C:6]([O:9][C:10](=[O:19])[N:11]([CH3:18])[C:12]2[CH:17]=[CH:16][CH:15]=[CH:14][CH:13]=2)=[CH:5][CH:4]=1.[C:20]1(=[O:26])[NH:24][C:23](=[O:25])[CH2:22][CH2:21]1. (2) Given the product [CH:1]([N:4]1[C:8]2[CH:9]=[CH:10][CH:11]=[CH:12][C:7]=2[N:6]([C:43]([NH:21][CH2:22][CH:23]2[CH2:28][CH2:27][N:26]([CH2:29][C:30]3([C:36]([O:38][C:39]([CH3:42])([CH3:41])[CH3:40])=[O:37])[CH2:35][CH2:34][O:33][CH2:32][CH2:31]3)[CH2:25][CH2:24]2)=[O:44])[C:5]1=[O:13])([CH3:3])[CH3:2], predict the reactants needed to synthesize it. The reactants are: [CH:1]([N:4]1[C:8]2[CH:9]=[CH:10][CH:11]=[CH:12][C:7]=2[NH:6][C:5]1=[O:13])([CH3:3])[CH3:2].CCN(CC)CC.[NH2:21][CH2:22][CH:23]1[CH2:28][CH2:27][N:26]([CH2:29][C:30]2([C:36]([O:38][C:39]([CH3:42])([CH3:41])[CH3:40])=[O:37])[CH2:35][CH2:34][O:33][CH2:32][CH2:31]2)[CH2:25][CH2:24]1.[C:43]([O-])(O)=[O:44].[Na+].